This data is from KCNQ2 potassium channel screen with 302,405 compounds. The task is: Binary Classification. Given a drug SMILES string, predict its activity (active/inactive) in a high-throughput screening assay against a specified biological target. (1) The drug is S1C(CC(=O)N=C1N(c1ccccc1)c1ccccc1)c1ccc(F)cc1. The result is 0 (inactive). (2) The compound is S(=O)(=O)(N1CCCCC1)c1cc2c(nc(Nc3ccc(S(=O)(=O)N)cc3)cc2)cc1. The result is 0 (inactive). (3) The drug is O1c2cc(C(=O)NC(c3ccc(cc3)CC)C)ccc2OC1. The result is 0 (inactive). (4) The molecule is Clc1c(/C=C2/SC(=S)N(CC(=O)NC3CS(=O)(=O)CC3)C2=O)cccc1. The result is 0 (inactive).